Dataset: Full USPTO retrosynthesis dataset with 1.9M reactions from patents (1976-2016). Task: Predict the reactants needed to synthesize the given product. (1) Given the product [S:10]1[C:11]2[CH2:17][CH2:16][CH2:15][CH2:14][C:12]=2[N:13]=[C:9]1[NH:8][C:6](=[O:7])[C:5]1[CH:18]=[CH:19][C:2]([B:20]2[O:24][C:23]([CH3:26])([CH3:25])[C:22]([CH3:28])([CH3:27])[O:21]2)=[CH:3][CH:4]=1, predict the reactants needed to synthesize it. The reactants are: Br[C:2]1[CH:19]=[CH:18][C:5]([C:6]([NH:8][C:9]2[S:10][C:11]3[CH2:17][CH2:16][CH2:15][CH2:14][C:12]=3[N:13]=2)=[O:7])=[CH:4][CH:3]=1.[B:20]1([B:20]2[O:24][C:23]([CH3:26])([CH3:25])[C:22]([CH3:28])([CH3:27])[O:21]2)[O:24][C:23]([CH3:26])([CH3:25])[C:22]([CH3:28])([CH3:27])[O:21]1.C([O-])(=O)C.[K+]. (2) The reactants are: C(O[C:5](=[O:7])[CH3:6])(=O)C.[NH2:8][C:9](=[N:30]O)[C:10]1[CH:15]=[CH:14][N:13]=[C:12]([N:16]2[CH2:21][CH2:20][N:19]([C:22](=[O:29])[CH2:23][CH2:24][C:25]([CH3:28])([CH3:27])[CH3:26])[CH2:18][CH2:17]2)[CH:11]=1. Given the product [CH3:26][C:25]([CH3:28])([CH3:27])[CH2:24][CH2:23][C:22]([N:19]1[CH2:20][CH2:21][N:16]([C:12]2[CH:11]=[C:10]([C:9]3[N:30]=[C:5]([CH3:6])[O:7][N:8]=3)[CH:15]=[CH:14][N:13]=2)[CH2:17][CH2:18]1)=[O:29], predict the reactants needed to synthesize it. (3) The reactants are: I[C:2]1[C:10]2[C:5](=[N:6][CH:7]=[N:8][C:9]=2[NH2:11])[N:4]([CH:12]([C:14]2[CH:15]=[C:16]3[N:21]([C:22]=2[C:23]2[CH:28]=[CH:27][CH:26]=[CH:25][N:24]=2)[CH:20]=[CH:19][CH:18]=[CH:17]3)[CH3:13])[N:3]=1.[C:29]([NH:32][C:33]1[CH:34]=[C:35](B(O)O)[CH:36]=[CH:37][CH:38]=1)(=[O:31])[CH3:30].CCO.C([O-])([O-])=O.[Na+].[Na+]. Given the product [NH2:11][C:9]1[N:8]=[CH:7][N:6]=[C:5]2[N:4]([CH:12]([C:14]3[CH:15]=[C:16]4[N:21]([C:22]=3[C:23]3[CH:28]=[CH:27][CH:26]=[CH:25][N:24]=3)[CH:20]=[CH:19][CH:18]=[CH:17]4)[CH3:13])[N:3]=[C:2]([C:37]3[CH:38]=[C:33]([NH:32][C:29](=[O:31])[CH3:30])[CH:34]=[CH:35][CH:36]=3)[C:10]=12, predict the reactants needed to synthesize it. (4) Given the product [CH:2]([C:5]1[NH:6][C:7]([C:10]([O:12][CH3:13])=[O:11])=[CH:8][N:9]=1)([CH3:4])[CH3:3], predict the reactants needed to synthesize it. The reactants are: Cl.[CH:2]([C:5]1[NH:6][C:7]([C:10]([OH:12])=[O:11])=[CH:8][N:9]=1)([CH3:4])[CH3:3].[CH3:13]O. (5) The reactants are: C(OC([NH:11][C@H:12]1[CH2:17][CH2:16][N:15]([C:18]2[CH:23]=[CH:22][N:21]=[C:20]([C:24]([O:26][CH3:27])=[O:25])[CH:19]=2)[CH2:14][C@H:13]1[O:28][CH3:29])=O)C1C=CC=CC=1.[H][H]. Given the product [NH2:11][C@H:12]1[CH2:17][CH2:16][N:15]([C:18]2[CH:23]=[CH:22][N:21]=[C:20]([C:24]([O:26][CH3:27])=[O:25])[CH:19]=2)[CH2:14][C@H:13]1[O:28][CH3:29], predict the reactants needed to synthesize it. (6) Given the product [Br:10][C:11]1[CH:17]=[CH:16][C:14]([S:24][CH3:23])=[C:13]([F:18])[C:12]=1[C:19]([F:22])([F:21])[F:20], predict the reactants needed to synthesize it. The reactants are: N([O-])=O.[Na+].S(=O)(=O)(O)O.[Br:10][C:11]1[CH:17]=[CH:16][C:14](N)=[C:13]([F:18])[C:12]=1[C:19]([F:22])([F:21])[F:20].[CH3:23][S:24]SC.